This data is from Full USPTO retrosynthesis dataset with 1.9M reactions from patents (1976-2016). The task is: Predict the reactants needed to synthesize the given product. (1) Given the product [F:16][C:17]1[C:18]([CH3:24])=[C:19]([NH:20][C:9](=[O:10])[O:11][C:12]([CH3:13])([CH3:14])[CH3:15])[CH:21]=[CH:22][CH:23]=1, predict the reactants needed to synthesize it. The reactants are: [C:9](O[C:9]([O:11][C:12]([CH3:15])([CH3:14])[CH3:13])=[O:10])([O:11][C:12]([CH3:15])([CH3:14])[CH3:13])=[O:10].[F:16][C:17]1[C:18]([CH3:24])=[C:19]([CH:21]=[CH:22][CH:23]=1)[NH2:20]. (2) The reactants are: C([O:8][C:9]1[C:10](=[O:22])[CH:11]=[C:12]([CH:19]([F:21])[F:20])[N:13]([CH2:15][CH:16]2[CH2:18][CH2:17]2)[CH:14]=1)C1C=CC=CC=1.[H][H]. Given the product [CH:16]1([CH2:15][N:13]2[CH:14]=[C:9]([OH:8])[C:10](=[O:22])[CH:11]=[C:12]2[CH:19]([F:21])[F:20])[CH2:17][CH2:18]1, predict the reactants needed to synthesize it. (3) The reactants are: [ClH:1].O1[C:6]2([CH2:11][CH2:10][CH:9]([C:12]([O:14]C(C)(C)C)=O)CC2)[CH2:5][NH:4][CH2:3]1.[CH3:19]O. Given the product [ClH:1].[O:14]1[C:11]2([CH2:19][CH2:3][NH:4][CH2:5][CH2:6]2)[CH2:10][CH2:9][CH2:12]1, predict the reactants needed to synthesize it. (4) Given the product [Br:30][CH2:8][C:3]1[CH:4]=[CH:5][CH:6]=[CH:7][C:2]=1[F:1], predict the reactants needed to synthesize it. The reactants are: [F:1][C:2]1[CH:7]=[CH:6][CH:5]=[CH:4][C:3]=1[CH2:8]O.C1(P(C2C=CC=CC=2)C2C=CC=CC=2)C=CC=CC=1.C(Br)(Br)(Br)[Br:30].